Dataset: Reaction yield outcomes from USPTO patents with 853,638 reactions. Task: Predict the reaction yield, written as a fraction of the theoretical maximum amount of product (1.0 means a 100% yield; for example, 0.34 means a 34% yield). (1) The reactants are [CH2:1]([N:8]1[CH:12]=[C:11]([CH3:13])[N:10]=[C:9]1[CH:14]1[C:23](=O)[C:22]2[C:21]([C:25]([O:27]C)=O)=[CH:20][CH:19]=[CH:18][C:17]=2[NH:16][CH:15]1[C:29]1[CH:34]=[CH:33][CH:32]=[CH:31][CH:30]=1)[C:2]1[CH:7]=[CH:6][CH:5]=[CH:4][CH:3]=1.O.[NH2:36][NH2:37]. No catalyst specified. The product is [CH2:1]([N:8]1[CH:12]=[C:11]([CH3:13])[N:10]=[C:9]1[CH:14]1[C:23]2=[N:36][NH:37][C:25](=[O:27])[C:21]3[CH:20]=[CH:19][CH:18]=[C:17]([C:22]=32)[NH:16][CH:15]1[C:29]1[CH:34]=[CH:33][CH:32]=[CH:31][CH:30]=1)[C:2]1[CH:3]=[CH:4][CH:5]=[CH:6][CH:7]=1. The yield is 0.160. (2) The reactants are [Br:1][C:2]1[CH:9]=[CH:8][C:7](I)=[CH:6][C:3]=1[C:4]#[N:5].[CH:11](=[O:15])[CH2:12][CH2:13][CH3:14].[Cl-].[NH4+]. The catalyst is C1COCC1. The product is [Br:1][C:2]1[CH:9]=[CH:8][C:7]([CH:11]([OH:15])[CH2:12][CH2:13][CH3:14])=[CH:6][C:3]=1[C:4]#[N:5]. The yield is 0.806. (3) The reactants are [OH:1][N:2]=[C:3]([C:10]1[N:14]([CH3:15])[N:13]=[N:12][N:11]=1)[C:4]1[CH:9]=[CH:8][CH:7]=[CH:6][CH:5]=1.C([O-])([O-])=O.[Cs+].[Cs+].[Cl:22][C:23]1[S:24][C:25]([Cl:30])=[C:26]([CH2:28]Cl)[N:27]=1. The catalyst is CC#N. The product is [Cl:22][C:23]1[S:24][C:25]([Cl:30])=[C:26]([CH2:28][O:1][N:2]=[C:3]([C:10]2[N:14]([CH3:15])[N:13]=[N:12][N:11]=2)[C:4]2[CH:5]=[CH:6][CH:7]=[CH:8][CH:9]=2)[N:27]=1. The yield is 0.420.